From a dataset of Forward reaction prediction with 1.9M reactions from USPTO patents (1976-2016). Predict the product of the given reaction. (1) The product is: [ClH:43].[NH2:7][C@H:8]([CH2:32][C:33]1[CH:38]=[C:37]([F:39])[C:36]([F:40])=[CH:35][C:34]=1[F:41])[CH2:9][C:10]([N:11]1[CH2:16][CH2:15][N:14]2[C:17]([C:27]([F:28])([F:30])[F:29])=[N:18][C:19]([C:20]([N:22]3[CH2:26][CH2:25][S:24][CH2:23]3)=[O:21])=[C:13]2[CH2:12]1)=[O:31]. Given the reactants C(OC(=O)[NH:7][C@H:8]([CH2:32][C:33]1[CH:38]=[C:37]([F:39])[C:36]([F:40])=[CH:35][C:34]=1[F:41])[CH2:9][C:10](=[O:31])[N:11]1[CH2:16][CH2:15][N:14]2[C:17]([C:27]([F:30])([F:29])[F:28])=[N:18][C:19]([C:20]([N:22]3[CH2:26][CH2:25][S:24][CH2:23]3)=[O:21])=[C:13]2[CH2:12]1)(C)(C)C.[ClH:43], predict the reaction product. (2) The product is: [CH2:1]([N:3]1[CH2:15][CH2:14][C:6]2[N:7](/[CH:33]=[C:34](/[C:36]3[CH:41]=[CH:40][N:39]=[CH:38][CH:37]=3)\[CH3:35])[C:8]3[CH:9]=[CH:10][CH:11]=[CH:12][C:13]=3[C:5]=2[CH2:4]1)[CH3:2]. Given the reactants [CH2:1]([N:3]1[CH2:15][CH2:14][C:6]2[NH:7][C:8]3[CH:9]=[CH:10][CH:11]=[CH:12][C:13]=3[C:5]=2[CH2:4]1)[CH3:2].N1CCC[C@H]1C(O)=O.P([O-])([O-])([O-])=O.[K+].[K+].[K+].Br[CH:33]=[C:34]([C:36]1[CH:41]=[CH:40][N:39]=[CH:38][CH:37]=1)[CH3:35], predict the reaction product.